From a dataset of Experimentally validated miRNA-target interactions with 360,000+ pairs, plus equal number of negative samples. Binary Classification. Given a miRNA mature sequence and a target amino acid sequence, predict their likelihood of interaction. (1) The miRNA is hsa-miR-4520-5p with sequence CCUGCGUGUUUUCUGUCCAA. Result: 0 (no interaction). The protein sequence of the target gene is MDLCQKNETDLENAENNEIQFTEETEPTYTCPDGKSEKNHVYCLLDVSDITLEQDEKAKEFIIGTGWEEAVQGWGRTSPAACIWPRKIPKKARVGEGACSDCLVCVNLSHWSLQTKPPTEGGPEKDQSSPSQTQAAPQGPSTASRAISDICFPTYFRAEKKSLQIKEFIWCNKDWAIPGTNRGKASGNPSGGAHRGLSIPGPLTSRALLVLPPLKASLSNALDVLGKKSKNSFLQSEEKVLDVEKDGCVAYAYGLKTADGKGEKRASELAKHPMVNDTPSSPSPAAQISLLTDPEQRCLH.... (2) The miRNA is hsa-miR-4685-3p with sequence UCUCCCUUCCUGCCCUGGCUAG. The protein sequence of the target gene is MADGGEREELLSPSPVSPAKRQCSWPSPQAHHPRGSPGAAGGGAGGVGSSCLVLGARPHLQPDSLLDCAAKTVAEKWAYERVEERFERIPEPVQRRIVYWSFPRNEREICMYSSFQYRGGPGAGAAGGAAGASPAEEGPQPPPGAAAPAGSAPGGVAAGASPGLGAGAGAAGCGGEGLPFRRGIRLLDSGSVENVLQVGFHLSGTVTELATASEPAVTYKVAISFDRCKITSVTCGCGNKDIFYCAHVVALSLYRIRKPDQVKLRLPISETLFQMNRDQLQKFIQYLITAHHTEVLPTAQ.... Result: 1 (interaction). (3) The miRNA is rno-miR-92b-3p with sequence UAUUGCACUCGUCCCGGCCUCC. Result: 0 (no interaction). The protein sequence of the target gene is MAEAGASKGGEEPGRLPEHEEEEESPLWHGAGHCKWFNVRMGFGFISMSSREGSPLESPVDVFVHQSKLYMEGFRSLKEGEPVEFTYKKSSKGLESIRVTGPGGSPCLGSERRPKGKTVQKRKPKGDRCYNCGGLDHHAKECSLPPQPKKCHYCQSIMHMVANCPHKTVSQQPTSSQGRHEAEPQPSTSAFLREGGGTYGYSSPSYSQEGRSEISERSGRSPQEASSSKLSASPEEPSRKGPSVQKRKKT.